Dataset: Full USPTO retrosynthesis dataset with 1.9M reactions from patents (1976-2016). Task: Predict the reactants needed to synthesize the given product. (1) Given the product [C:36]([O:35][C:33]([N:7]1[CH2:8][CH2:9][C:10]([C:11]2[CH:32]=[CH:31][C:14]3[C:15]4[N:19]([CH2:20][CH2:21][O:22][C:13]=3[CH:12]=2)[CH:18]=[C:17]([C:23]2[N:24]([CH:28]([CH3:30])[CH3:29])[N:25]=[CH:26][N:27]=2)[N:16]=4)=[C:5]([C:3]([OH:4])=[O:2])[CH2:6]1)=[O:34])([CH3:38])([CH3:39])[CH3:37], predict the reactants needed to synthesize it. The reactants are: C[O:2][C:3]([C:5]1[CH2:6][N:7]([C:33]([O:35][C:36]([CH3:39])([CH3:38])[CH3:37])=[O:34])[CH2:8][CH2:9][C:10]=1[C:11]1[CH:32]=[CH:31][C:14]2[C:15]3[N:19]([CH2:20][CH2:21][O:22][C:13]=2[CH:12]=1)[CH:18]=[C:17]([C:23]1[N:24]([CH:28]([CH3:30])[CH3:29])[N:25]=[CH:26][N:27]=1)[N:16]=3)=[O:4].O.[OH-].[Li+]. (2) Given the product [CH2:1]([O:8][C:9]1[C:18]([O:19][CH3:20])=[CH:17][C:16]2[CH:15]3[N:14]([CH:13]([C:21]([CH3:24])([CH3:23])[CH3:22])[CH2:12][C:11]=2[CH:10]=1)[CH:28]=[C:29]([C:30]([O:32][CH2:33][CH3:34])=[O:31])[C:35](=[O:37])[CH2:36]3)[C:2]1[CH:7]=[CH:6][CH:5]=[CH:4][CH:3]=1, predict the reactants needed to synthesize it. The reactants are: [CH2:1]([O:8][C:9]1[CH:10]=[C:11]2[C:16](=[CH:17][C:18]=1[O:19][CH3:20])[CH:15]=[N:14][CH:13]([C:21]([CH3:24])([CH3:23])[CH3:22])[CH2:12]2)[C:2]1[CH:7]=[CH:6][CH:5]=[CH:4][CH:3]=1.C(O[CH:28]=[C:29]([C:35](=[O:37])[CH3:36])[C:30]([O:32][CH2:33][CH3:34])=[O:31])C. (3) Given the product [CH3:7][N:8]1[CH2:13][CH2:12][CH2:11][N:10]([C:16]2[CH:21]=[CH:20][C:19]([N+:22]([O-:24])=[O:23])=[CH:18][CH:17]=2)[C:9]1=[O:14], predict the reactants needed to synthesize it. The reactants are: CC(C)([O-])C.[K+].[CH3:7][N:8]1[CH2:13][CH2:12][CH2:11][NH:10][C:9]1=[O:14].F[C:16]1[CH:21]=[CH:20][C:19]([N+:22]([O-:24])=[O:23])=[CH:18][CH:17]=1. (4) Given the product [CH3:8][O:9][C:10](=[O:53])[CH2:11][C:12]1[CH:17]=[CH:16][C:15]([C:18]2[CH:23]=[CH:22][C:21]([C:24]([CH2:27][CH3:28])([C:29]3[CH:34]=[CH:33][C:32]([CH2:35][CH2:36][CH:37]([OH:42])[C:38]([CH3:41])([CH3:39])[CH3:40])=[C:31]([CH3:50])[CH:30]=3)[CH2:25][CH3:26])=[CH:20][C:19]=2[CH3:51])=[CH:14][C:13]=1[F:52], predict the reactants needed to synthesize it. The reactants are: FC(F)(F)C(O)=O.[CH3:8][O:9][C:10](=[O:53])[CH2:11][C:12]1[CH:17]=[CH:16][C:15]([C:18]2[CH:23]=[CH:22][C:21]([C:24]([C:29]3[CH:34]=[CH:33][C:32]([CH2:35][CH2:36][CH:37]([O:42][Si](C(C)(C)C)(C)C)[C:38]([CH3:41])([CH3:40])[CH3:39])=[C:31]([CH3:50])[CH:30]=3)([CH2:27][CH3:28])[CH2:25][CH3:26])=[CH:20][C:19]=2[CH3:51])=[CH:14][C:13]=1[F:52]. (5) Given the product [CH3:1][C:2]1[C:3]([CH3:21])=[CH:4][C:5]2[N:14]([CH2:15][CH2:16][NH:22][CH2:23][C:24]3[CH:25]=[CH:26][C:27]([C:28]([OH:30])=[O:29])=[CH:31][CH:32]=3)[C:13]3[C:8]([C:9](=[O:19])[NH:10][C:11](=[O:18])[N:12]=3)=[N:7][C:6]=2[CH:20]=1, predict the reactants needed to synthesize it. The reactants are: [CH3:1][C:2]1[C:3]([CH3:21])=[CH:4][C:5]2[N:14]([CH2:15][CH:16]=O)[C:13]3[C:8]([C:9](=[O:19])[NH:10][C:11](=[O:18])[N:12]=3)=[N:7][C:6]=2[CH:20]=1.[NH2:22][CH2:23][C:24]1[CH:32]=[CH:31][C:27]([C:28]([OH:30])=[O:29])=[CH:26][CH:25]=1.C(O)(=O)C.C([BH3-])#N.[Na+]. (6) Given the product [N:8]([CH:6]1[CH2:5][CH2:4][O:3][CH2:2][CH:1]1[OH:7])=[N+:9]=[N-:10], predict the reactants needed to synthesize it. The reactants are: [CH:1]12[O:7][CH:6]1[CH2:5][CH2:4][O:3][CH2:2]2.[N-:8]=[N+:9]=[N-:10].[Na+].[Cl-].[NH4+].O.